From a dataset of Catalyst prediction with 721,799 reactions and 888 catalyst types from USPTO. Predict which catalyst facilitates the given reaction. (1) Reactant: Cl.Cl.[NH2:3][C@@H:4]1[CH:9]2[CH2:10][CH2:11][N:6]([CH2:7][CH2:8]2)[CH2:5]1.CCN(C(C)C)C(C)C.[CH3:21][N:22]1[C:26]([C:27]2[CH:32]=[CH:31][CH:30]=[CH:29][CH:28]=2)=[CH:25][CH:24]=[C:23]1[C:33](O)=[O:34].CN(C(ON1N=NC2C=CC=NC1=2)=[N+](C)C)C.F[P-](F)(F)(F)(F)F. Product: [N:6]12[CH2:11][CH2:10][CH:9]([CH2:8][CH2:7]1)[C@@H:4]([NH:3][C:33]([C:23]1[N:22]([CH3:21])[C:26]([C:27]3[CH:28]=[CH:29][CH:30]=[CH:31][CH:32]=3)=[CH:25][CH:24]=1)=[O:34])[CH2:5]2. The catalyst class is: 76. (2) Reactant: [N:1]1[C:8]([Cl:9])=[N:7][C:5]([Cl:6])=[N:4][C:2]=1Cl.[C:10]([N:17]1[CH2:22][CH2:21][NH:20][CH2:19][CH2:18]1)([O:12][C:13]([CH3:16])([CH3:15])[CH3:14])=[O:11].C([O-])(O)=O.[Na+]. Product: [C:13]([O:12][C:10]([N:17]1[CH2:22][CH2:21][N:20]([C:2]2[N:1]=[C:8]([Cl:9])[N:7]=[C:5]([Cl:6])[N:4]=2)[CH2:19][CH2:18]1)=[O:11])([CH3:16])([CH3:14])[CH3:15]. The catalyst class is: 95.